This data is from Forward reaction prediction with 1.9M reactions from USPTO patents (1976-2016). The task is: Predict the product of the given reaction. (1) Given the reactants C([O:8][C:9]1[CH:14]=[CH:13][C:12]([C@H:15]2[C@H:19]([C:20]3[C:30]4=[C:31]5[C:26](=[CH:27][CH:28]=[CH:29]4)[CH2:25][CH2:24][CH2:23][N:22]5[CH:21]=3)[C:18](=[O:32])[NH:17][C:16]2=[O:33])=[CH:11][CH:10]=1)C1C=CC=CC=1.[H][H], predict the reaction product. The product is: [C:20]1([C@H:19]2[C@H:15]([C:12]3[CH:11]=[CH:10][C:9]([OH:8])=[CH:14][CH:13]=3)[C:16](=[O:33])[NH:17][C:18]2=[O:32])[C:30]2=[C:31]3[C:26](=[CH:27][CH:28]=[CH:29]2)[CH2:25][CH2:24][CH2:23][N:22]3[CH:21]=1. (2) Given the reactants [OH:1][C:2]1[CH:3]=[C:4]([CH:9]=[CH:10][CH:11]=1)[C:5]([O:7][CH3:8])=[O:6].Cl.Cl[CH2:14][CH2:15][N:16]1[CH2:21][CH2:20][O:19][CH2:18][CH2:17]1.C(=O)([O-])[O-].[K+].[K+], predict the reaction product. The product is: [N:16]1([CH2:15][CH2:14][O:1][C:2]2[CH:3]=[C:4]([CH:9]=[CH:10][CH:11]=2)[C:5]([O:7][CH3:8])=[O:6])[CH2:21][CH2:20][O:19][CH2:18][CH2:17]1. (3) Given the reactants [CH3:1][C:2]1[N:3]=[C:4]([C:21]2[CH:26]=[CH:25][C:24]([C:27]([F:30])([F:29])[F:28])=[CH:23][CH:22]=2)[S:5][C:6]=1[CH2:7][NH:8][C:9]1[CH:14]=[CH:13][C:12]([C@@H:15]2[CH2:17][C@H:16]2[C:18]([OH:20])=O)=[CH:11][CH:10]=1.CN(C(ON1N=[N:46][C:41]2[CH:42]=CC=N[C:40]1=2)=[N+](C)C)C.F[P-](F)(F)(F)(F)F.C(N)(C)C, predict the reaction product. The product is: [CH:41]([NH:46][C:18]([C@@H:16]1[CH2:17][C@H:15]1[C:12]1[CH:13]=[CH:14][C:9]([NH:8][CH2:7][C:6]2[S:5][C:4]([C:21]3[CH:22]=[CH:23][C:24]([C:27]([F:29])([F:30])[F:28])=[CH:25][CH:26]=3)=[N:3][C:2]=2[CH3:1])=[CH:10][CH:11]=1)=[O:20])([CH3:42])[CH3:40]. (4) Given the reactants [Cl:1][C:2]1[CH:7]=[C:6]([Cl:8])[CH:5]=[CH:4][C:3]=1[C:9]1[C:10](=[O:36])[O:11][C:12]2[C:17]([C:18]=1[CH2:19][C:20]1[CH:25]=[CH:24][C:23]([O:26][CH2:27][CH2:28][N:29]3[CH2:33][CH2:32][CH2:31][CH2:30]3)=[CH:22][CH:21]=1)=[CH:16][CH:15]=[C:14]([OH:34])[C:13]=2I.[C:37]([O-])([O-])=O.[K+].[K+].CB1OB(C)OB(C)O1, predict the reaction product. The product is: [Cl:1][C:2]1[CH:7]=[C:6]([Cl:8])[CH:5]=[CH:4][C:3]=1[C:9]1[C:10](=[O:36])[O:11][C:12]2[C:17]([C:18]=1[CH2:19][C:20]1[CH:25]=[CH:24][C:23]([O:26][CH2:27][CH2:28][N:29]3[CH2:33][CH2:32][CH2:31][CH2:30]3)=[CH:22][CH:21]=1)=[CH:16][CH:15]=[C:14]([OH:34])[C:13]=2[CH3:37]. (5) Given the reactants [C:1]([C:3]1[CH:12]=[CH:11][C:6]([C:7]([NH:9][NH2:10])=O)=[CH:5][CH:4]=1)#[N:2].[CH3:13]OC(OC)N(C)C.[NH2:21][C:22]1[C:23](=[O:43])[N:24]([CH2:40][CH2:41][CH3:42])[C:25](=[O:39])[N:26]([C:29]2[CH:34]=[CH:33][CH:32]=[C:31]([C:35]([F:38])([F:37])[F:36])[CH:30]=2)[C:27]=1[CH3:28].C(O)(=O)C, predict the reaction product. The product is: [CH3:28][C:27]1[N:26]([C:29]2[CH:34]=[CH:33][CH:32]=[C:31]([C:35]([F:37])([F:36])[F:38])[CH:30]=2)[C:25](=[O:39])[N:24]([CH2:40][CH2:41][CH3:42])[C:23](=[O:43])[C:22]=1[N:21]1[CH:13]=[N:10][N:9]=[C:7]1[C:6]1[CH:11]=[CH:12][C:3]([C:1]#[N:2])=[CH:4][CH:5]=1. (6) Given the reactants [N+:1]([C:4]1[CH:5]=[C:6]([CH:19]=[CH:20][CH:21]=1)[C:7]([NH:9][CH2:10][C:11]1[CH:16]=[CH:15][CH:14]=[C:13]([O:17][CH3:18])[CH:12]=1)=[O:8])([O-])=O.O.C([O-])(O)=O.[Na+], predict the reaction product. The product is: [NH2:1][C:4]1[CH:5]=[C:6]([CH:19]=[CH:20][CH:21]=1)[C:7]([NH:9][CH2:10][C:11]1[CH:16]=[CH:15][CH:14]=[C:13]([O:17][CH3:18])[CH:12]=1)=[O:8]. (7) Given the reactants [CH3:1][O:2][C:3]1[CH:4]=[C:5](B(O)O)[CH:6]=[CH:7][CH:8]=1.[CH3:12][CH2:13]/[CH:14]=[C:15](/[CH:17]=[O:18])\[CH3:16].C1(C2[C@H]3CC[C@@H](C=2)C(C2C=CC=CC=2)=C3)C=CC=CC=1.C(N(CC)C(C)C)(C)C, predict the reaction product. The product is: [CH3:1][O:2][C:3]1[CH:4]=[C:5]([C@H:14]([CH2:13][CH3:12])[C@@H:15]([CH3:16])[CH:17]=[O:18])[CH:6]=[CH:7][CH:8]=1. (8) Given the reactants [Cl:1][C:2]1[CH:3]=[C:4]([C:9]2[CH:14]=[C:13]([CH2:15]O)[CH:12]=[CH:11][N:10]=2)[CH:5]=[CH:6][C:7]=1[Cl:8].S(Cl)([Cl:19])=O, predict the reaction product. The product is: [ClH:1].[Cl:19][CH2:15][C:13]1[CH:12]=[CH:11][N:10]=[C:9]([C:4]2[CH:5]=[CH:6][C:7]([Cl:8])=[C:2]([Cl:1])[CH:3]=2)[CH:14]=1. (9) Given the reactants C(N=C=N[CH:7]([CH3:9])[CH3:8])(C)C.[Cl:10][C:11]1[CH:16]=[CH:15][C:14]([CH:17]([C:23]2[CH:28]=[CH:27][C:26]([Cl:29])=[CH:25][CH:24]=2)[N:18]2[CH2:21][CH:20]([NH2:22])[CH2:19]2)=[CH:13][CH:12]=1.[C:30]1(C)[C:31]([S:36]([CH2:39][C:40](O)=[O:41])(=[O:38])=[O:37])=[CH:32]C=C[CH:35]=1.OC1C2N=NNC=2C=CC=1, predict the reaction product. The product is: [Cl:10][C:11]1[CH:16]=[CH:15][C:14]([CH:17]([C:23]2[CH:28]=[CH:27][C:26]([Cl:29])=[CH:25][CH:24]=2)[N:18]2[CH2:19][CH:20]([NH:22][C:40](=[O:41])[CH2:39][S:36]([C:31]3[CH:32]=[CH:9][C:7]([CH3:8])=[CH:35][CH:30]=3)(=[O:38])=[O:37])[CH2:21]2)=[CH:13][CH:12]=1.